This data is from Full USPTO retrosynthesis dataset with 1.9M reactions from patents (1976-2016). The task is: Predict the reactants needed to synthesize the given product. (1) Given the product [Cl:1][C:2]1[N:3]=[C:4]([N:15]2[CH2:16][CH2:17][O:18][CH2:19][CH2:20]2)[C:5]2[S:10][C:9]([C:11]([O:14][CH3:25])([CH3:12])[CH3:13])=[CH:8][C:6]=2[N:7]=1, predict the reactants needed to synthesize it. The reactants are: [Cl:1][C:2]1[N:3]=[C:4]([N:15]2[CH2:20][CH2:19][O:18][CH2:17][CH2:16]2)[C:5]2[S:10][C:9]([C:11]([OH:14])([CH3:13])[CH3:12])=[CH:8][C:6]=2[N:7]=1.[H-].[Na+].CI.[C:25](OCC)(=O)C. (2) Given the product [Br:1][C:2]1[CH:9]=[CH:8][C:5]([CH2:6][NH:7][CH:18]=[O:19])=[CH:4][C:3]=1[CH3:10], predict the reactants needed to synthesize it. The reactants are: [Br:1][C:2]1[CH:9]=[CH:8][C:5]([CH2:6][NH2:7])=[CH:4][C:3]=1[CH3:10].C(N(CC)CC)C.[CH:18](OCC)=[O:19]. (3) Given the product [CH3:11][O:12][C:13]1[CH:18]=[CH:17][CH:16]=[CH:15][C:14]=1[N:19]1[CH2:24][CH2:23][N:22]([CH2:2][CH2:3][CH2:4][C:5]([O:7][CH2:8][CH3:9])=[O:6])[CH2:21][CH2:20]1, predict the reactants needed to synthesize it. The reactants are: Br[CH2:2][CH2:3][CH2:4][C:5]([O:7][CH2:8][CH3:9])=[O:6].Cl.[CH3:11][O:12][C:13]1[CH:18]=[CH:17][CH:16]=[CH:15][C:14]=1[N:19]1[CH2:24][CH2:23][NH:22][CH2:21][CH2:20]1. (4) The reactants are: C(OC(=O)C)(=O)C.[Cl:8][C:9]1[CH:10]=[CH:11][C:12]([CH3:16])=[C:13]([CH:15]=1)[NH2:14].C([O-])(=O)C.[K+].[N:22](OC(C)(C)C)=O.O.[OH-].[Li+]. Given the product [Cl:8][C:9]1[CH:15]=[C:13]2[C:12]([CH:16]=[N:22][NH:14]2)=[CH:11][CH:10]=1, predict the reactants needed to synthesize it. (5) Given the product [Cl:1][C:2]1[CH:7]=[C:6]([C:13]2[CH:12]=[C:11]([Cl:10])[C:17]([Cl:18])=[C:16]([Cl:19])[CH:15]=2)[CH:5]=[CH:4][C:3]=1[O:8][CH3:9], predict the reactants needed to synthesize it. The reactants are: [Cl:1][C:2]1[CH:7]=[CH:6][CH:5]=[CH:4][C:3]=1[O:8][CH3:9].[Cl:10][C:11]1[CH:12]=[C:13]([CH:15]=[C:16]([Cl:19])[C:17]=1[Cl:18])N. (6) Given the product [C:1]1([S:7]([C:10]2[CH:11]=[C:12]3[C:17](=[CH:18][CH:19]=2)[CH:16]([Cl:23])[CH2:15][CH2:14][CH2:13]3)(=[O:9])=[O:8])[CH:6]=[CH:5][CH:4]=[CH:3][CH:2]=1, predict the reactants needed to synthesize it. The reactants are: [C:1]1([S:7]([C:10]2[CH:11]=[C:12]3[C:17](=[CH:18][CH:19]=2)[CH:16](O)[CH2:15][CH2:14][CH2:13]3)(=[O:9])=[O:8])[CH:6]=[CH:5][CH:4]=[CH:3][CH:2]=1.S(Cl)([Cl:23])=O. (7) Given the product [Br:1][C:2]1[CH:9]=[CH:8][CH:7]=[CH:6][C:3]=1[CH2:4][NH:11][CH3:10], predict the reactants needed to synthesize it. The reactants are: [Br:1][C:2]1[CH:9]=[CH:8][CH:7]=[CH:6][C:3]=1[CH2:4]Br.[CH3:10][NH2:11].